Dataset: Reaction yield outcomes from USPTO patents with 853,638 reactions. Task: Predict the reaction yield, written as a fraction of the theoretical maximum amount of product (1.0 means a 100% yield; for example, 0.34 means a 34% yield). (1) The reactants are C(O[C:9]([N:11]([CH:28]([C:30]1[CH:35]=[C:34]([F:36])[C:33]([S:37]([CH3:40])(=[O:39])=[O:38])=[CH:32][C:31]=1[F:41])[CH3:29])[CH2:12][CH2:13][NH:14][CH:15]1[CH2:20][CH2:19][N:18]([C:21]([O:23][C:24]([CH3:27])([CH3:26])[CH3:25])=[O:22])[CH2:17][CH2:16]1)=[O:10])C1C=CC=CC=1.[H][H].C(N(C(C)C)C(C)C)C.N1(C(N2C=CN=C2)=O)C=CN=C1.C(OC(C)(C)C)=O. The catalyst is CO.[Pd].O. The product is [F:41][C:31]1[CH:32]=[C:33]([S:37]([CH3:40])(=[O:38])=[O:39])[C:34]([F:36])=[CH:35][C:30]=1[CH:28]([N:11]1[CH2:12][CH2:13][N:14]([CH:15]2[CH2:20][CH2:19][N:18]([C:21]([O:23][C:24]([CH3:25])([CH3:26])[CH3:27])=[O:22])[CH2:17][CH2:16]2)[C:9]1=[O:10])[CH3:29]. The yield is 0.140. (2) The product is [Cl:12][C:13]1[N:18]=[C:17]([NH:1][C:2]2[CH:3]=[CH:4][C:5]3[O:9][C:8](=[O:10])[NH:7][C:6]=3[CH:11]=2)[C:16]([CH3:20])=[CH:15][N:14]=1. The yield is 0.710. The reactants are [NH2:1][C:2]1[CH:3]=[CH:4][C:5]2[O:9][C:8](=[O:10])[NH:7][C:6]=2[CH:11]=1.[Cl:12][C:13]1[N:18]=[C:17](Cl)[C:16]([CH3:20])=[CH:15][N:14]=1.CO. The catalyst is O.